The task is: Predict the reactants needed to synthesize the given product.. This data is from Full USPTO retrosynthesis dataset with 1.9M reactions from patents (1976-2016). (1) Given the product [NH2:1][C:2]1[N:3]=[C:4]([CH3:21])[C:5]2[CH:11]=[C:10]([C:25]3[CH:24]=[CH:23][NH:27][N:26]=3)[C:9](=[O:13])[N:8]([C@H:14]3[CH2:19][CH2:18][C@H:17]([OH:20])[CH2:16][CH2:15]3)[C:6]=2[N:7]=1, predict the reactants needed to synthesize it. The reactants are: [NH2:1][C:2]1[N:3]=[C:4]([CH3:21])[C:5]2[CH:11]=[C:10](Br)[C:9](=[O:13])[N:8]([C@H:14]3[CH2:19][CH2:18][C@H:17]([OH:20])[CH2:16][CH2:15]3)[C:6]=2[N:7]=1.[B-](F)(F)(F)[C:23]1[NH:27][N:26]=[CH:25][CH:24]=1.[K+].C(N(CC)CC)C. (2) Given the product [CH3:23][C:21]1[CH:20]=[CH:19][C:18]([OH:24])=[C:17]([CH:10]([C:11]2[CH:12]=[CH:13][CH:14]=[CH:15][CH:16]=2)[CH2:9][CH2:8][N:4]([CH:5]([CH3:7])[CH3:6])[CH:1]([CH3:2])[CH3:3])[CH:22]=1.[BrH:26], predict the reactants needed to synthesize it. The reactants are: [CH:1]([N:4]([CH2:8][CH2:9][CH:10]([C:17]1[CH:22]=[C:21]([CH3:23])[CH:20]=[CH:19][C:18]=1[O:24]C)[C:11]1[CH:16]=[CH:15][CH:14]=[CH:13][CH:12]=1)[CH:5]([CH3:7])[CH3:6])([CH3:3])[CH3:2].[BrH:26].O. (3) Given the product [CH3:1][O:2][C:3](=[O:21])[C@@H:4]([NH:5][C:6]([O:8][C:9]([CH3:12])([CH3:10])[CH3:11])=[O:7])[CH2:13][C:14]1[CH:19]=[CH:18][C:17]([O:20][CH2:27][C:26]2[CH:29]=[CH:30][C:31]([F:33])=[CH:32][C:25]=2[F:24])=[CH:16][CH:15]=1, predict the reactants needed to synthesize it. The reactants are: [CH3:1][O:2][C:3](=[O:21])[C@H:4]([CH2:13][C:14]1[CH:19]=[CH:18][C:17]([OH:20])=[CH:16][CH:15]=1)[NH:5][C:6]([O:8][C:9]([CH3:12])([CH3:11])[CH3:10])=[O:7].[H-].[Na+].[F:24][C:25]1[CH:32]=[C:31]([F:33])[CH:30]=[CH:29][C:26]=1[CH2:27]Br.